Dataset: Catalyst prediction with 721,799 reactions and 888 catalyst types from USPTO. Task: Predict which catalyst facilitates the given reaction. (1) Reactant: [P:1]([O-:12])([O:7][C:8]([CH3:11])([CH3:10])[CH3:9])[O:2][C:3]([CH3:6])([CH3:5])[CH3:4].[H-].[Na+].[CH3:15][C:16]1([CH3:35])[O:34][C:20]2[C:21]([CH3:33])=[N:22][C:23]([C:27]3[CH:32]=[CH:31][CH:30]=[CH:29][CH:28]=3)=[C:24]([CH:25]=[O:26])[C:19]=2[CH2:18][O:17]1. Product: [C:3]([O:2][P:1]([CH:25]([OH:26])[C:24]1[C:23]([C:27]2[CH:28]=[CH:29][CH:30]=[CH:31][CH:32]=2)=[N:22][C:21]([CH3:33])=[C:20]2[O:34][C:16]([CH3:15])([CH3:35])[O:17][CH2:18][C:19]=12)(=[O:12])[O:7][C:8]([CH3:11])([CH3:10])[CH3:9])([CH3:5])([CH3:6])[CH3:4]. The catalyst class is: 165. (2) Reactant: O1CCCCC1[O:7][NH:8][C:9](/[CH:11]=[CH:12]/[C:13]1[CH:18]=[CH:17][CH:16]=[CH:15][C:14]=1C=CC(O)=O)=[O:10].C(Cl)CCl.[CH:28]1C=CC2N(O)N=N[C:32]=2[CH:33]=1.Cl.Cl.[CH3:40][C@H:41]1[N:46]([CH3:47])[C@@H:45]([CH3:48])[CH2:44][NH:43][CH2:42]1.CN(C=[O:53])C. Product: [OH:7][NH:8][C:9](=[O:10])/[CH:11]=[CH:12]/[C:13]1[CH:14]=[CH:15][CH:16]=[C:17](/[CH:32]=[CH:33]/[C:28](=[O:53])[N:43]2[CH2:44][C@H:45]([CH3:48])[N:46]([CH3:47])[C@H:41]([CH3:40])[CH2:42]2)[CH:18]=1. The catalyst class is: 2. (3) Reactant: [NH2:1][C:2]1[N:3]=[CH:4][C:5]([C:8]2[C:9]([F:27])=[C:10]([C:20]([CH:23]3[CH2:26][CH2:25][CH2:24]3)=[CH:21][CH:22]=2)[O:11][CH2:12][CH2:13][CH2:14][C:15]([O:17]CC)=[O:16])=[N:6][CH:7]=1.O[Li].O.O.Cl. The catalyst class is: 1. Product: [NH2:1][C:2]1[N:3]=[CH:4][C:5]([C:8]2[C:9]([F:27])=[C:10]([C:20]([CH:23]3[CH2:24][CH2:25][CH2:26]3)=[CH:21][CH:22]=2)[O:11][CH2:12][CH2:13][CH2:14][C:15]([OH:17])=[O:16])=[N:6][CH:7]=1. (4) Reactant: [NH2:1][CH2:2][CH2:3][O:4][CH2:5][CH2:6][NH:7][C:8](=[O:14])[O:9][C:10]([CH3:13])([CH3:12])[CH3:11].[Na].[CH3:16][CH:17]([C:19]1[N:23]([CH2:24][CH2:25][C@@H:26]([OH:34])[CH2:27][C@@H:28]([OH:33])[CH2:29][C:30](O)=[O:31])[C:22]([C:35]2[CH:36]=[CH:37][C:38]([F:41])=[CH:39][CH:40]=2)=[C:21]([C:42]2[CH:43]=[CH:44][CH:45]=[CH:46][CH:47]=2)[C:20]=1[C:48]([NH:50][C:51]1[CH:52]=[CH:53][CH:54]=[CH:55][CH:56]=1)=[O:49])[CH3:18].CCN=C=NCCCN(C)C. Product: [F:41][C:38]1[CH:37]=[CH:36][C:35]([C:22]2[N:23]([CH2:24][CH2:25][C@@H:26]([OH:34])[CH2:27][C@@H:28]([OH:33])[CH2:29][C:30]([NH:1][CH2:2][CH2:3][O:4][CH2:5][CH2:6][NH:7][C:8](=[O:14])[O:9][C:10]([CH3:11])([CH3:13])[CH3:12])=[O:31])[C:19]([CH:17]([CH3:18])[CH3:16])=[C:20]([C:48](=[O:49])[NH:50][C:51]3[CH:52]=[CH:53][CH:54]=[CH:55][CH:56]=3)[C:21]=2[C:42]2[CH:47]=[CH:46][CH:45]=[CH:44][CH:43]=2)=[CH:40][CH:39]=1. The catalyst class is: 210. (5) Reactant: [C:1]([C:3]1[C:21]([N+:22]([O-])=O)=[CH:20][CH:19]=[CH:18][C:4]=1[O:5][CH2:6][CH:7]1[CH2:12][CH2:11][CH2:10][CH2:9][N:8]1[C:13]([NH:15][CH2:16][CH3:17])=[O:14])#[N:2].C1CCCCC=1. Product: [NH2:22][C:21]1[C:3]([C:1]#[N:2])=[C:4]([CH:18]=[CH:19][CH:20]=1)[O:5][CH2:6][CH:7]1[CH2:12][CH2:11][CH2:10][CH2:9][N:8]1[C:13]([NH:15][CH2:16][CH3:17])=[O:14]. The catalyst class is: 50. (6) Reactant: Br[C:2]1[CH:7]=[C:6]([C:8]([F:11])([F:10])[F:9])[CH:5]=[CH:4][N:3]=1.[NH:12]1[CH2:17][CH2:16][CH:15]([NH:18][C:19](=[O:25])[O:20][C:21]([CH3:24])([CH3:23])[CH3:22])[CH2:14][CH2:13]1. Product: [F:9][C:8]([F:11])([F:10])[C:6]1[CH:5]=[CH:4][N:3]=[C:2]([N:12]2[CH2:13][CH2:14][CH:15]([NH:18][C:19](=[O:25])[O:20][C:21]([CH3:23])([CH3:22])[CH3:24])[CH2:16][CH2:17]2)[CH:7]=1. The catalyst class is: 16.